Task: Regression/Classification. Given a drug SMILES string, predict its toxicity properties. Task type varies by dataset: regression for continuous values (e.g., LD50, hERG inhibition percentage) or binary classification for toxic/non-toxic outcomes (e.g., AMES mutagenicity, cardiotoxicity, hepatotoxicity). Dataset: ames.. Dataset: Ames mutagenicity test results for genotoxicity prediction (1) The drug is CC(=O)c1cc(NC(N)=O)ccc1OCC(O)CNC(C)(C)C. The result is 1 (mutagenic). (2) The drug is CC1CCC2CC1C2(C)C. The result is 0 (non-mutagenic). (3) The result is 1 (mutagenic). The molecule is CC(=O)/N=c1\sn(C(C)=O)c2ccc([N+](=O)[O-])cc12. (4) The molecule is C(=C/c1ccccc1)\c1ccccc1. The result is 0 (non-mutagenic). (5) The drug is CCc1ccc(NC(=O)c2csc([N+](=O)[O-])c2)cc1. The result is 1 (mutagenic).